Dataset: Forward reaction prediction with 1.9M reactions from USPTO patents (1976-2016). Task: Predict the product of the given reaction. (1) Given the reactants [CH3:1][O:2][C:3](=[O:14])[C:4]1[CH:9]=[C:8]([N+:10]([O-])=O)[CH:7]=[CH:6][C:5]=1[OH:13], predict the reaction product. The product is: [CH3:1][O:2][C:3](=[O:14])[C:4]1[C:5]([OH:13])=[CH:6][CH:7]=[C:8]([NH2:10])[CH:9]=1. (2) Given the reactants [F:1][C:2]1[CH:3]=[C:4]([NH:13][C:14]([C@H:16]2[C:25]3[C:20](=[CH:21][C:22]([O:26][CH3:27])=[CH:23][CH:24]=3)[CH2:19][CH2:18][N:17]2[C:28]([C@@H:30]2[CH2:32][C@H:31]2[CH2:33][C:34]([O:36]CC2C=CC=CC=2)=[O:35])=[O:29])=[O:15])[CH:5]=[C:6]([F:12])[C:7]=1[Si:8]([CH3:11])([CH3:10])[CH3:9], predict the reaction product. The product is: [F:1][C:2]1[CH:3]=[C:4]([NH:13][C:14]([C@H:16]2[C:25]3[C:20](=[CH:21][C:22]([O:26][CH3:27])=[CH:23][CH:24]=3)[CH2:19][CH2:18][N:17]2[C:28]([C@@H:30]2[CH2:32][C@H:31]2[CH2:33][C:34]([OH:36])=[O:35])=[O:29])=[O:15])[CH:5]=[C:6]([F:12])[C:7]=1[Si:8]([CH3:9])([CH3:10])[CH3:11]. (3) The product is: [Br:1][C:2]1[CH:3]=[CH:4][C:5]([O:12][CH3:13])=[C:6]([C@H:8]([CH3:11])[CH:9]=[O:10])[CH:7]=1. Given the reactants [Br:1][C:2]1[CH:3]=[CH:4][C:5]([O:12][CH3:13])=[C:6]([C@H:8]([CH3:11])[CH2:9][OH:10])[CH:7]=1.CC(OI1(OC(C)=O)(OC(C)=O)OC(=O)C2C=CC=CC1=2)=O, predict the reaction product. (4) Given the reactants FC(F)(F)[S:3]([O-])(=O)=O.[Yb+3].FC(F)(F)S([O-])(=O)=O.FC(F)(F)S([O-])(=O)=O.[C:26]1(S)[CH:31]=[CH:30][CH:29]=[CH:28][CH:27]=1.[O:33]1[C@H:42]([CH3:43])[C@H:34]1[C:35]([O:37][CH2:38][CH2:39][CH2:40][CH3:41])=O.O, predict the reaction product. The product is: [OH:33][C@@H:34]([C@H:42]([C:26]1[CH:31]=[CH:30][CH:29]=[CH:28][CH:27]=1)[CH3:43])[C:35]([O:37][CH2:38][CH2:39][CH2:40][CH3:41])=[S:3]. (5) The product is: [F:29][C:28]1([F:31])[CH2:2][CH:1]1[C:3]1[N:7]2[C:8](=[O:22])[CH:9]=[C:10]([CH2:12][C:13]3[C:14]([F:21])=[C:15]([CH:18]=[CH:19][CH:20]=3)[C:16]#[N:17])[N:11]=[C:6]2[S:5][C:4]=1[CH3:23]. Given the reactants [CH:1]([C:3]1[N:7]2[C:8](=[O:22])[CH:9]=[C:10]([CH2:12][C:13]3[C:14]([F:21])=[C:15]([CH:18]=[CH:19][CH:20]=3)[C:16]#[N:17])[N:11]=[C:6]2[S:5][C:4]=1[CH3:23])=[CH2:2].[I-].[Na+].C[Si](C)(C)[C:28]([F:31])(F)[F:29].C(=O)([O-])O.[Na+], predict the reaction product. (6) The product is: [CH2:1]([O:8][C:9]1[CH:27]=[CH:26][C:12]([CH2:13][N:14]2[C:22]3[CH:21]=[CH:20][CH:19]=[C:18]([C:23]([Cl:34])=[O:24])[C:17]=3[CH:16]=[CH:15]2)=[CH:11][C:10]=1[CH:28]([CH3:30])[CH3:29])[C:2]1[CH:7]=[CH:6][CH:5]=[CH:4][CH:3]=1. Given the reactants [CH2:1]([O:8][C:9]1[CH:27]=[CH:26][C:12]([CH2:13][N:14]2[C:22]3[CH:21]=[CH:20][CH:19]=[C:18]([C:23](O)=[O:24])[C:17]=3[CH:16]=[CH:15]2)=[CH:11][C:10]=1[CH:28]([CH3:30])[CH3:29])[C:2]1[CH:7]=[CH:6][CH:5]=[CH:4][CH:3]=1.C(Cl)(=O)C([Cl:34])=O, predict the reaction product.